This data is from Forward reaction prediction with 1.9M reactions from USPTO patents (1976-2016). The task is: Predict the product of the given reaction. (1) Given the reactants [NH2:1][C:2]1[CH:16]=[CH:15][C:5]2[C:6](=[O:14])[NH:7][C:8]3[C:13]([C:4]=2[CH:3]=1)=[CH:12][CH:11]=[CH:10][N:9]=3.Br[CH2:18][C:19]1[CH:24]=[CH:23][CH:22]=[CH:21][C:20]=1[Br:25], predict the reaction product. The product is: [Br:25][C:20]1[CH:21]=[CH:22][CH:23]=[CH:24][C:19]=1[CH2:18][NH:1][C:2]1[CH:16]=[CH:15][C:5]2[C:6](=[O:14])[NH:7][C:8]3[C:13]([C:4]=2[CH:3]=1)=[CH:12][CH:11]=[CH:10][N:9]=3. (2) The product is: [NH2:1][C:2]1[N:3]=[C:4]([NH:16][CH:17]2[CH2:22][CH2:21][N:20]([C:23](=[O:25])[CH3:24])[CH2:19][CH2:18]2)[S:5][C:6]=1[C:7](=[O:8])[C:9]1[CH:14]=[CH:13][CH:12]=[C:11]([F:15])[CH:10]=1. Given the reactants [NH2:1][C:2]1[N:3]=[C:4]([NH:16][CH:17]2[CH2:22][CH2:21][NH:20][CH2:19][CH2:18]2)[S:5][C:6]=1[C:7]([C:9]1[CH:14]=[CH:13][CH:12]=[C:11]([F:15])[CH:10]=1)=[O:8].[C:23](Cl)(=[O:25])[CH3:24], predict the reaction product. (3) Given the reactants [N:1]1[CH:6]=[CH:5][CH:4]=[C:3]([N:7]2[CH2:12][CH2:11][CH2:10][NH:9][C:8]2=[O:13])[CH:2]=1.I[C:15]1[CH:23]=[CH:22][C:18]2[S:19][CH:20]=[CH:21][C:17]=2[CH:16]=1.N[C@@H]1CCCC[C@H]1N.C(=O)([O-])[O-].[K+].[K+], predict the reaction product. The product is: [S:19]1[CH:20]=[CH:21][C:17]2[CH:16]=[C:15]([N:9]3[CH2:10][CH2:11][CH2:12][N:7]([C:3]4[CH:2]=[N:1][CH:6]=[CH:5][CH:4]=4)[C:8]3=[O:13])[CH:23]=[CH:22][C:18]1=2. (4) The product is: [CH2:18]([O:25][C:26]1[CH:27]=[CH:28][C:29]([N:30]2[C:2]3=[N:3][CH:4]=[C:5]([Cl:16])[CH:6]=[C:7]3[N:8]([CH:34]([CH3:35])[CH3:33])[C:9]2=[O:15])=[CH:31][CH:32]=1)[C:19]1[CH:20]=[CH:21][CH:22]=[CH:23][CH:24]=1. Given the reactants Cl[C:2]1[C:7]([NH:8][C:9](=[O:15])OC(C)(C)C)=[CH:6][C:5]([Cl:16])=[CH:4][N:3]=1.Cl.[CH2:18]([O:25][C:26]1[CH:32]=[CH:31][C:29]([NH2:30])=[CH:28][CH:27]=1)[C:19]1[CH:24]=[CH:23][CH:22]=[CH:21][CH:20]=1.[CH3:33][C:34]1(C)C2C=CC=C(P(C3C=CC=CC=3)C3C=CC=CC=3)C=2OC2[C:35]1=CC=CC=2P(C1C=CC=CC=1)C1C=CC=CC=1.CC(C)([O-])C.[Na+].IC(C)C.[H-].[Na+].[Cl-].[Cl-].[Ca+2], predict the reaction product. (5) Given the reactants [CH:1]([C@H:4]1[CH2:8][O:7][C:6](=[O:9])[N:5]1[C:10]1[CH:15]=[CH:14][N:13]=[C:12]([NH:16][C@H:17]([C:19]2[CH:26]=[CH:25][C:22]([CH:23]=O)=[CH:21][CH:20]=2)[CH3:18])[N:11]=1)([CH3:3])[CH3:2].[CH3:27][C:28]1([CH3:41])[CH2:33][NH:32][CH2:31][CH2:30][N:29]1[C:34]([O:36][C:37]([CH3:40])([CH3:39])[CH3:38])=[O:35].C(O)(=O)C, predict the reaction product. The product is: [CH:1]([C@H:4]1[CH2:8][O:7][C:6](=[O:9])[N:5]1[C:10]1[CH:15]=[CH:14][N:13]=[C:12]([NH:16][C@H:17]([C:19]2[CH:26]=[CH:25][C:22]([CH2:23][N:32]3[CH2:31][CH2:30][N:29]([C:34]([O:36][C:37]([CH3:40])([CH3:39])[CH3:38])=[O:35])[C:28]([CH3:41])([CH3:27])[CH2:33]3)=[CH:21][CH:20]=2)[CH3:18])[N:11]=1)([CH3:2])[CH3:3]. (6) Given the reactants NC1[CH:7]=[CH:6][C:5]([CH2:8][NH:9][C:10](=[O:36])[C:11]2[CH:16]=[CH:15][CH:14]=[C:13]([NH:17][C:18]([C:20]3[C:21]([C:26]4[CH:31]=[CH:30][C:29]([C:32]([F:35])([F:34])[F:33])=[CH:28][CH:27]=4)=[CH:22][CH:23]=[CH:24][CH:25]=3)=[O:19])[CH:12]=2)=[CH:4][CH:3]=1.[CH3:37][N:38]1[CH:42]=[CH:41][CH:40]=[C:39]1[C:43](Cl)=O.C([N:48]([CH2:51]C)CC)C.[O:53]1CCCC1, predict the reaction product. The product is: [CH3:37][N:38]1[CH:42]=[CH:41][CH:40]=[C:39]1[C:43]1[CH:3]=[CH:4][C:5]([CH:8]([N:48]=[C:51]=[O:53])[NH:9][C:10](=[O:36])[C:11]2[CH:16]=[CH:15][CH:14]=[C:13]([NH:17][C:18]([C:20]3[C:21]([C:26]4[CH:31]=[CH:30][C:29]([C:32]([F:34])([F:35])[F:33])=[CH:28][CH:27]=4)=[CH:22][CH:23]=[CH:24][CH:25]=3)=[O:19])[CH:12]=2)=[CH:6][CH:7]=1. (7) Given the reactants Br[C:2]1[S:10][C:9]2[C:8](=[O:11])[NH:7][C:6]([CH3:13])([CH3:12])[NH:5][C:4]=2[CH:3]=1.CC1(C)C(C)(C)OB([C:22]2[CH:27]=[CH:26][N:25]=[C:24]([NH2:28])[CH:23]=2)O1.C(=O)([O-])[O-].[Na+].[Na+], predict the reaction product. The product is: [NH2:28][C:24]1[CH:23]=[C:22]([C:2]2[S:10][C:9]3[C:8](=[O:11])[NH:7][C:6]([CH3:13])([CH3:12])[NH:5][C:4]=3[CH:3]=2)[CH:27]=[CH:26][N:25]=1. (8) Given the reactants [C:1]12([C:7]3[NH:11][C:10]4[CH:12]=[CH:13][CH:14]=[C:15]([C:16]([NH2:18])=[O:17])[C:9]=4[N:8]=3)[CH2:6][CH:4]([CH2:5]1)[CH2:3][NH:2]2.C=O.[C:21]([BH3-])#N.[Na+], predict the reaction product. The product is: [CH3:21][N:2]1[CH2:3][CH:4]2[CH2:6][C:1]1([C:7]1[NH:11][C:10]3[CH:12]=[CH:13][CH:14]=[C:15]([C:16]([NH2:18])=[O:17])[C:9]=3[N:8]=1)[CH2:5]2.